From a dataset of NCI-60 drug combinations with 297,098 pairs across 59 cell lines. Regression. Given two drug SMILES strings and cell line genomic features, predict the synergy score measuring deviation from expected non-interaction effect. (1) Drug 2: CC1CCCC2(C(O2)CC(NC(=O)CC(C(C(=O)C(C1O)C)(C)C)O)C(=CC3=CSC(=N3)C)C)C. Drug 1: C1C(C(OC1N2C=NC(=NC2=O)N)CO)O. Synergy scores: CSS=43.2, Synergy_ZIP=-3.03, Synergy_Bliss=-4.51, Synergy_Loewe=-1.33, Synergy_HSA=0.0765. Cell line: NCI-H522. (2) Drug 1: C1C(C(OC1N2C=NC3=C(N=C(N=C32)Cl)N)CO)O. Drug 2: CC1CCCC2(C(O2)CC(NC(=O)CC(C(C(=O)C(C1O)C)(C)C)O)C(=CC3=CSC(=N3)C)C)C. Cell line: NCI-H226. Synergy scores: CSS=33.8, Synergy_ZIP=-0.383, Synergy_Bliss=-1.46, Synergy_Loewe=-22.3, Synergy_HSA=-1.94. (3) Drug 1: CN1CCC(CC1)COC2=C(C=C3C(=C2)N=CN=C3NC4=C(C=C(C=C4)Br)F)OC. Drug 2: CS(=O)(=O)OCCCCOS(=O)(=O)C. Cell line: NCIH23. Synergy scores: CSS=7.96, Synergy_ZIP=-3.84, Synergy_Bliss=-2.36, Synergy_Loewe=-4.70, Synergy_HSA=-2.48. (4) Drug 1: CC1=C(C=C(C=C1)NC(=O)C2=CC=C(C=C2)CN3CCN(CC3)C)NC4=NC=CC(=N4)C5=CN=CC=C5. Drug 2: CNC(=O)C1=NC=CC(=C1)OC2=CC=C(C=C2)NC(=O)NC3=CC(=C(C=C3)Cl)C(F)(F)F. Cell line: LOX IMVI. Synergy scores: CSS=-8.60, Synergy_ZIP=-0.261, Synergy_Bliss=-9.16, Synergy_Loewe=-10.3, Synergy_HSA=-10.7.